Dataset: Reaction yield outcomes from USPTO patents with 853,638 reactions. Task: Predict the reaction yield, written as a fraction of the theoretical maximum amount of product (1.0 means a 100% yield; for example, 0.34 means a 34% yield). (1) The product is [C:25]([O:24][CH:19]([C:11]1[C:12]([C:15]([F:18])([F:17])[F:16])=[CH:13][CH:14]=[C:9]([OH:8])[C:10]=1[C:29]1[CH:30]=[CH:31][C:32]2[O:37][CH2:36][CH2:35][CH2:34][C:33]=2[CH:38]=1)[C:20]([O:22][CH3:23])=[O:21])([CH3:28])([CH3:26])[CH3:27]. The reactants are C([O:8][C:9]1[C:10]([C:29]2[CH:30]=[CH:31][C:32]3[O:37][CH2:36][CH2:35][CH2:34][C:33]=3[CH:38]=2)=[C:11]([CH:19]([O:24][C:25]([CH3:28])([CH3:27])[CH3:26])[C:20]([O:22][CH3:23])=[O:21])[C:12]([C:15]([F:18])([F:17])[F:16])=[CH:13][CH:14]=1)C1C=CC=CC=1. The catalyst is C(OCC)(=O)C. The yield is 0.910. (2) The reactants are [Cl:1][C:2]1[CH:9]=[CH:8][C:5](CBr)=[CH:4][CH:3]=1.[Cl:10][C:11]1[CH:19]=[CH:18][C:14](C(Cl)=O)=[CH:13][CH:12]=1.[CH2:20]([CH2:23][O:24]C)OC. The catalyst is Cl[Pd](Cl)([P](C1C=CC=CC=1)(C1C=CC=CC=1)C1C=CC=CC=1)[P](C1C=CC=CC=1)(C1C=CC=CC=1)C1C=CC=CC=1.[Zn]. The product is [Cl:10][C:11]1[CH:19]=[CH:18][CH:14]=[CH:13][C:12]=1[CH2:20][C:23]([C:5]1[CH:4]=[CH:3][C:2]([Cl:1])=[CH:9][CH:8]=1)=[O:24]. The yield is 0.910. (3) The reactants are [F:1][C:2]1[CH:7]=[CH:6][C:5]([F:8])=[CH:4][C:3]=1[C@H:9]1[CH2:13][CH2:12][CH2:11][N:10]1[C:14]1[CH:19]=[CH:18][N:17]2[N:20]=[CH:21][C:22]([NH:23][C:24]([N:26]3[CH2:30][CH2:29][C@H:28]([OH:31])[CH2:27]3)=[O:25])=[C:16]2[N:15]=1.[ClH:32]. The catalyst is CCO.CC(OC)(C)C. The product is [ClH:32].[F:1][C:2]1[CH:7]=[CH:6][C:5]([F:8])=[CH:4][C:3]=1[C@H:9]1[CH2:13][CH2:12][CH2:11][N:10]1[C:14]1[CH:19]=[CH:18][N:17]2[N:20]=[CH:21][C:22]([NH:23][C:24]([N:26]3[CH2:30][CH2:29][C@H:28]([OH:31])[CH2:27]3)=[O:25])=[C:16]2[N:15]=1. The yield is 0.890. (4) The reactants are [NH2:1][C:2]1[C:3]([NH:31][C:32]([NH:34][C:35](=[O:39])[O:36][CH2:37][CH3:38])=C)=[N:4][CH:5]=[C:6]([C:8]2[CH:9]=[CH:10][C:11]3[O:17][CH2:16][CH2:15][N:14]([C:18]4[C:27]5[CH2:26][C:25]([CH3:29])([CH3:28])[CH2:24][CH2:23][C:22]=5[N:21]=[CH:20][N:19]=4)[CH2:13][C:12]=3[CH:30]=2)[CH:7]=1. The catalyst is O1CCCC1.[Hg]=O. The product is [CH3:28][C:25]1([CH3:29])[CH2:24][CH2:23][C:22]2[N:21]=[CH:20][N:19]=[C:18]([N:14]3[CH2:13][C:12]4[CH:30]=[C:8]([C:6]5[CH:7]=[C:2]6[NH:1][C:32]([NH:34][C:35](=[O:39])[O:36][CH2:37][CH3:38])=[N:31][C:3]6=[N:4][CH:5]=5)[CH:9]=[CH:10][C:11]=4[O:17][CH2:16][CH2:15]3)[C:27]=2[CH2:26]1. The yield is 0.0300. (5) The reactants are [CH3:1][Si:2]([CH3:7])([CH3:6])[C:3]#[C:4][CH3:5].Cl[CH2:9][C:10]1[N:14]([CH3:15])[C:13]2[CH:16]=[CH:17][CH:18]=[CH:19][C:12]=2[N:11]=1. No catalyst specified. The product is [CH3:15][N:14]1[C:13]2[CH:16]=[CH:17][CH:18]=[CH:19][C:12]=2[N:11]=[C:10]1[CH2:9][CH2:5][C:4]#[C:3][Si:2]([CH3:7])([CH3:6])[CH3:1]. The yield is 0.590. (6) The reactants are [N:1]1([C:7]2[N:12]=[C:11]([N:13]3[CH:18]4[CH2:19][CH2:20][CH:14]3[CH2:15][O:16][CH2:17]4)[N:10]=[C:9]([C:21]3[CH:27]=[CH:26][C:24]([NH2:25])=[CH:23][CH:22]=3)[N:8]=2)[CH2:6][CH2:5][O:4][CH2:3][CH2:2]1.ClC(Cl)(O[C:32](=[O:38])OC(Cl)(Cl)Cl)Cl.[NH2:40][C:41]1[CH:49]=[CH:48][C:44]([CH2:45][CH2:46][OH:47])=[CH:43][CH:42]=1. No catalyst specified. The product is [OH:47][CH2:46][CH2:45][C:44]1[CH:48]=[CH:49][C:41]([NH:40][C:32]([NH:25][C:24]2[CH:26]=[CH:27][C:21]([C:9]3[N:8]=[C:7]([N:1]4[CH2:2][CH2:3][O:4][CH2:5][CH2:6]4)[N:12]=[C:11]([N:13]4[CH:14]5[CH2:20][CH2:19][CH:18]4[CH2:17][O:16][CH2:15]5)[N:10]=3)=[CH:22][CH:23]=2)=[O:38])=[CH:42][CH:43]=1. The yield is 0.330. (7) The reactants are [C:1]([OH:6])(=[O:5])C(C)=O.C(O[CH:10]([O:14][CH2:15][CH3:16])[O:11][CH2:12][CH3:13])C.S(=O)(=O)(O)O.Cl[CH2:23]Cl. No catalyst specified. The product is [CH2:15]([O:14][C:10]([O:11][CH2:12][CH3:13])([CH3:23])[C:1]([OH:6])=[O:5])[CH3:16]. The yield is 1.00. (8) The reactants are [H-].[Na+].[CH3:3][O:4][C:5]([C:7]1[C:15]2[C:10](=[N:11][CH:12]=[C:13]([Br:16])[CH:14]=2)[N:9]([S:17]([C:20]2[CH:25]=[CH:24][CH:23]=[CH:22][CH:21]=2)(=[O:19])=[O:18])[C:8]=1[CH2:26]Br)=[O:6].[C:28]([CH2:30][NH:31][S:32]([C:35]1[CH:40]=[CH:39][C:38]([CH3:41])=[CH:37][CH:36]=1)(=[O:34])=[O:33])#[N:29].Cl. The catalyst is CN(C=O)C. The product is [CH3:3][O:4][C:5]([C:7]1[C:15]2[C:10](=[N:11][CH:12]=[C:13]([Br:16])[CH:14]=2)[N:9]([S:17]([C:20]2[CH:21]=[CH:22][CH:23]=[CH:24][CH:25]=2)(=[O:18])=[O:19])[C:8]=1[CH2:26][N:31]([CH2:30][C:28]#[N:29])[S:32]([C:35]1[CH:36]=[CH:37][C:38]([CH3:41])=[CH:39][CH:40]=1)(=[O:34])=[O:33])=[O:6]. The yield is 0.940. (9) The product is [Cl:28][C:29]1[CH:30]=[C:31](/[C:44](=[CH:48]\[CH:49]2[CH2:54][CH2:53][CH2:52][CH2:51][CH2:50]2)/[C:45]([NH:55][C:56]2[S:57][CH:58]=[CH:59][N:60]=2)=[O:46])[CH:32]=[CH:33][C:34]=1[N:35]1[C:39]([C:40]([F:43])([F:42])[F:41])=[N:38][N:37]=[N:36]1. The reactants are C1(P(C2C=CC=CC=2)C2C=CC=CC=2)C=CC=CC=1.BrN1C(=O)CCC1=O.[Cl:28][C:29]1[CH:30]=[C:31](/[C:44](=[CH:48]\[CH:49]2[CH2:54][CH2:53][CH2:52][CH2:51][CH2:50]2)/[C:45](O)=[O:46])[CH:32]=[CH:33][C:34]=1[N:35]1[C:39]([C:40]([F:43])([F:42])[F:41])=[N:38][N:37]=[N:36]1.[NH2:55][C:56]1[S:57][CH:58]=[CH:59][N:60]=1. The yield is 0.110. The catalyst is C(Cl)Cl.